The task is: Predict the product of the given reaction.. This data is from Forward reaction prediction with 1.9M reactions from USPTO patents (1976-2016). (1) Given the reactants O=[C:2]([N:4]1[CH2:9][CH2:8][C:7]([C:12]2[CH:17]=[CH:16][C:15]([Cl:18])=[C:14]([Cl:19])[CH:13]=2)([C:10]#[N:11])[CH2:6][CH2:5]1)[CH3:3].Cl, predict the reaction product. The product is: [CH2:2]([N:4]1[CH2:9][CH2:8][C:7]([CH2:10][NH2:11])([C:12]2[CH:17]=[CH:16][C:15]([Cl:18])=[C:14]([Cl:19])[CH:13]=2)[CH2:6][CH2:5]1)[CH3:3]. (2) Given the reactants [CH2:1]([O:8][C:9]1[N:14]=[CH:13][C:12]([CH2:15]O)=[CH:11][CH:10]=1)[C:2]1[CH:7]=[CH:6][CH:5]=[CH:4][CH:3]=1.S(Cl)([Cl:19])=O.C(=O)(O)[O-].[Na+], predict the reaction product. The product is: [CH2:1]([O:8][C:9]1[CH:10]=[CH:11][C:12]([CH2:15][Cl:19])=[CH:13][N:14]=1)[C:2]1[CH:7]=[CH:6][CH:5]=[CH:4][CH:3]=1. (3) The product is: [NH2:8][C:16]1[C:17]([CH3:24])=[C:18]([OH:23])[CH:19]=[CH:20][C:21]=1[F:22]. Given the reactants C(OC([N:8]([C:16]1[C:21]([F:22])=[CH:20][CH:19]=[C:18]([OH:23])[C:17]=1[CH3:24])C(=O)OC(C)(C)C)=O)(C)(C)C.C(O)(C(F)(F)F)=O, predict the reaction product. (4) Given the reactants [OH:1][CH:2]1[O:9][C@H:8]([CH2:10][OH:11])[C@@H:6]([OH:7])[C@H:4]([OH:5])[C@H:3]1[NH:12][C:13]([CH3:15])=[O:14], predict the reaction product. The product is: [C:13]([NH:12][C@@H:3]1[C@@H:4]([OH:5])[C@H:6]([OH:7])[C@@H:8]([CH2:10][OH:11])[O:9][CH:2]1[OH:1])(=[O:14])[CH3:15].[OH:1][CH:2]1[O:9][C@H:8]([CH2:10][OH:11])[C@@H:6]([OH:7])[C@H:4]([OH:5])[C@H:3]1[NH2:12]. (5) Given the reactants [CH2:1](OC(OCC)OCC)C.[NH2:11][C:12]1[CH:33]=[CH:32][CH:31]=[CH:30][C:13]=1[C:14]([NH:16][C:17]1[CH:18]=[C:19]([CH:26]=[CH:27][C:28]=1[CH3:29])[C:20]([NH:22][CH:23]1[CH2:25][CH2:24]1)=[O:21])=[O:15].C(O)(=O)C, predict the reaction product. The product is: [CH:23]1([NH:22][C:20](=[O:21])[C:19]2[CH:26]=[CH:27][C:28]([CH3:29])=[C:17]([N:16]3[C:14](=[O:15])[C:13]4[C:12](=[CH:33][CH:32]=[CH:31][CH:30]=4)[N:11]=[CH:1]3)[CH:18]=2)[CH2:25][CH2:24]1. (6) Given the reactants [OH:1][C:2]1[CH:3]=[C:4]2[C:8](=[CH:9][CH:10]=1)[C:7](=[O:11])[CH:6]=[CH:5]2.[Cl-].[Al+3].[Cl-].[Cl-].O.Cl[CH3:18], predict the reaction product. The product is: [OH:1][C:2]1[C:3]([CH3:18])=[C:4]2[C:8](=[CH:9][CH:10]=1)[C:7](=[O:11])[CH:6]=[CH:5]2. (7) The product is: [F:19][C:2]([F:1])([F:18])[CH:3]([C:5]1[CH:10]=[CH:9][CH:8]=[C:7]([CH:11]2[CH2:12][CH2:13][N:14]([CH2:27][CH2:28][CH3:29])[CH2:15][CH2:16]2)[C:6]=1[F:17])[OH:4]. Given the reactants [F:1][C:2]([F:19])([F:18])[CH:3]([C:5]1[CH:10]=[CH:9][CH:8]=[C:7]([CH:11]2[CH2:16][CH2:15][NH:14][CH2:13][CH2:12]2)[C:6]=1[F:17])[OH:4].C(=O)([O-])[O-].[K+].[K+].I[CH2:27][CH2:28][CH3:29], predict the reaction product. (8) The product is: [Br:1][C:2]1[C:3]([Cl:12])=[N:4][CH:5]=[C:6]([CH3:8])[CH:7]=1. Given the reactants [Br:1][C:2]1[C:3](=O)[NH:4][CH:5]=[C:6]([CH3:8])[CH:7]=1.P(Cl)(Cl)([Cl:12])=O, predict the reaction product. (9) Given the reactants [CH2:1]([C:5]12[CH2:18][CH2:17][C:16](=[O:19])[CH:15]=[C:14]1[C:13]1[C:8](=[CH:9][C:10]([O:20]C)=[CH:11][CH:12]=1)[CH2:7][CH2:6]2)[CH2:2][CH2:3][CH3:4].B(Br)(Br)Br, predict the reaction product. The product is: [CH2:1]([C:5]12[CH2:18][CH2:17][C:16](=[O:19])[CH:15]=[C:14]1[C:13]1[C:8](=[CH:9][C:10]([OH:20])=[CH:11][CH:12]=1)[CH2:7][CH2:6]2)[CH2:2][CH2:3][CH3:4]. (10) Given the reactants [CH3:1][Si:2]([CH3:62])([CH3:61])[CH2:3][CH2:4][O:5][CH2:6][O:7][C:8]1[C:17]2[C:12](=[CH:13][CH:14]=[CH:15][CH:16]=2)[CH:11]=[C:10]([CH2:18][O:19][CH:20]2[CH:25]([C:26]3[CH:31]=[CH:30][C:29]([CH2:32][CH2:33][O:34]C(C4C=CC=CC=4)(C4C=CC=CC=4)C4C=CC=CC=4)=[CH:28][CH:27]=3)[CH2:24][CH2:23][N:22]([C:54]([O:56][C:57]([CH3:60])([CH3:59])[CH3:58])=[O:55])[CH2:21]2)[CH:9]=1.FC(F)(F)C(O)=O.FC(F)(F)C(OC(=O)C(F)(F)F)=O.C(N(CC)CC)C, predict the reaction product. The product is: [OH:34][CH2:33][CH2:32][C:29]1[CH:28]=[CH:27][C:26]([CH:25]2[CH2:24][CH2:23][N:22]([C:54]([O:56][C:57]([CH3:60])([CH3:59])[CH3:58])=[O:55])[CH2:21][CH:20]2[O:19][CH2:18][C:10]2[CH:9]=[C:8]([O:7][CH2:6][O:5][CH2:4][CH2:3][Si:2]([CH3:1])([CH3:62])[CH3:61])[C:17]3[C:12](=[CH:13][CH:14]=[CH:15][CH:16]=3)[CH:11]=2)=[CH:31][CH:30]=1.